The task is: Predict which catalyst facilitates the given reaction.. This data is from Catalyst prediction with 721,799 reactions and 888 catalyst types from USPTO. Reactant: [Cl:1][C:2]1[C:3]([CH3:29])=[C:4]([NH:10][C@H:11]([C@@H:26]([OH:28])[CH3:27])[C:12]([NH:14][NH:15][C:16](=O)[C:17]2[CH:22]=[CH:21][CH:20]=[C:19]([O:23][CH3:24])[CH:18]=2)=[O:13])[CH:5]=[CH:6][C:7]=1[C:8]#[N:9].CCN(P1(N(C)CCCN1C)=NC(C)(C)C)CC. Product: [Cl:1][C:2]1[C:3]([CH3:29])=[C:4]([NH:10][C@@H:11]([C:12]2[O:13][C:16]([C:17]3[CH:22]=[CH:21][CH:20]=[C:19]([O:23][CH3:24])[CH:18]=3)=[N:15][N:14]=2)[C@@H:26]([OH:28])[CH3:27])[CH:5]=[CH:6][C:7]=1[C:8]#[N:9]. The catalyst class is: 1.